Dataset: Full USPTO retrosynthesis dataset with 1.9M reactions from patents (1976-2016). Task: Predict the reactants needed to synthesize the given product. (1) Given the product [C:31]([O:30][C:28]([N:24]1[CH2:25][CH2:26][O:27][CH:22]([CH2:21][O:20][C:12]2[CH:13]=[C:14]([C:16]([OH:18])=[O:17])[CH:15]=[C:10]([C:4]3[CH:5]=[CH:6][C:7]([CH3:9])=[CH:8][C:3]=3[C:1]#[N:2])[CH:11]=2)[CH2:23]1)=[O:29])([CH3:34])([CH3:32])[CH3:33], predict the reactants needed to synthesize it. The reactants are: [C:1]([C:3]1[CH:8]=[C:7]([CH3:9])[CH:6]=[CH:5][C:4]=1[C:10]1[CH:15]=[C:14]([C:16]([O:18]C)=[O:17])[CH:13]=[C:12]([O:20][CH2:21][CH:22]2[O:27][CH2:26][CH2:25][N:24]([C:28]([O:30][C:31]([CH3:34])([CH3:33])[CH3:32])=[O:29])[CH2:23]2)[CH:11]=1)#[N:2].[OH-].[Li+].Cl. (2) Given the product [Br:1][C:2]1[C:10]2[C:5](=[N:6][C:7]([NH2:12])=[N:8][C:9]=2[NH:22][CH2:21][CH2:20][N:14]2[CH2:19][CH2:18][O:17][CH2:16][CH2:15]2)[N:4]([CH3:13])[N:3]=1, predict the reactants needed to synthesize it. The reactants are: [Br:1][C:2]1[C:10]2[C:5](=[N:6][C:7]([NH2:12])=[N:8][C:9]=2Cl)[N:4]([CH3:13])[N:3]=1.[N:14]1([CH2:20][CH2:21][NH2:22])[CH2:19][CH2:18][O:17][CH2:16][CH2:15]1.CN(C=O)C. (3) Given the product [F:7][C:8]1[CH:13]=[CH:12][C:11]([CH:14]2[CH2:19][CH2:18][NH:17][CH2:16][CH:15]2[CH2:21][O:22][C:23]2[CH:28]=[CH:27][C:26]3[O:29][CH2:30][O:31][C:25]=3[CH:24]=2)=[CH:10][CH:9]=1, predict the reactants needed to synthesize it. The reactants are: [H-].[Al+3].[Li+].[H-].[H-].[H-].[F:7][C:8]1[CH:13]=[CH:12][C:11]([CH:14]2[CH2:19][C:18](=O)[NH:17][CH2:16][CH:15]2[CH2:21][O:22][C:23]2[CH:28]=[CH:27][C:26]3[O:29][CH2:30][O:31][C:25]=3[CH:24]=2)=[CH:10][CH:9]=1.